From a dataset of Full USPTO retrosynthesis dataset with 1.9M reactions from patents (1976-2016). Predict the reactants needed to synthesize the given product. (1) Given the product [CH2:1]=[CH:2][CH:3]=[CH2:4].[C:4]1(=[O:5])[O:6][C:1](=[O:7])[CH:2]=[CH:3]1, predict the reactants needed to synthesize it. The reactants are: [C:1]1(=[O:7])[O:6][C:4](=[O:5])[CH:3]=[CH:2]1.C=CC=C. (2) Given the product [CH3:10][O:11][C:12]1[CH:13]=[C:14](/[CH:15]=[C:7](/[C:2]2[CH:3]=[CH:4][CH:5]=[CH:6][N:1]=2)\[C:8]#[N:9])[CH:17]=[CH:18][C:19]=1[O:20][CH3:21], predict the reactants needed to synthesize it. The reactants are: [N:1]1[CH:6]=[CH:5][CH:4]=[CH:3][C:2]=1[CH2:7][C:8]#[N:9].[CH3:10][O:11][C:12]1[CH:13]=[C:14]([CH:17]=[CH:18][C:19]=1[O:20][CH3:21])[CH:15]=O.